From a dataset of Full USPTO retrosynthesis dataset with 1.9M reactions from patents (1976-2016). Predict the reactants needed to synthesize the given product. (1) Given the product [OH:60][C:57]1[CH:58]=[CH:59][C:54]([NH:53][C:23](=[O:24])[C:22]2[CH:26]=[CH:27][C:19]([C:18]#[C:17][Se:16][C:3]3[C:2]([CH3:1])=[CH:11][C:10]4[C:9]([CH3:13])([CH3:12])[CH2:8][CH2:7][C:6]([CH3:15])([CH3:14])[C:5]=4[CH:4]=3)=[N:20][CH:21]=2)=[CH:55][CH:56]=1, predict the reactants needed to synthesize it. The reactants are: [CH3:1][C:2]1[C:3]([Se:16][C:17]#[C:18][C:19]2[CH:27]=[CH:26][C:22]([C:23](O)=[O:24])=[CH:21][N:20]=2)=[CH:4][C:5]2[C:6]([CH3:15])([CH3:14])[CH2:7][CH2:8][C:9]([CH3:13])([CH3:12])[C:10]=2[CH:11]=1.ON1C2C=CC=CC=2N=N1.C1(N=C=NC2CCCCC2)CCCCC1.[NH2:53][C:54]1[CH:59]=[CH:58][C:57]([OH:60])=[CH:56][CH:55]=1. (2) Given the product [Cl:8][C:6]1[CH:7]=[C:2]([C:23]2[C:24]3[C:29](=[CH:28][CH:27]=[CH:26][CH:25]=3)[N:20]=[CH:21][CH:22]=2)[N:3]=[C:4]([NH:9][C:10]2[CH:15]=[CH:14][C:13]([C:16]([F:19])([F:18])[F:17])=[CH:12][CH:11]=2)[N:5]=1, predict the reactants needed to synthesize it. The reactants are: Cl[C:2]1[CH:7]=[C:6]([Cl:8])[N:5]=[C:4]([NH:9][C:10]2[CH:15]=[CH:14][C:13]([C:16]([F:19])([F:18])[F:17])=[CH:12][CH:11]=2)[N:3]=1.[N:20]1[C:29]2[C:24](=[CH:25][CH:26]=[CH:27][CH:28]=2)[C:23](B(O)O)=[CH:22][CH:21]=1.C([O-])([O-])=O.[K+].[K+].